Dataset: Reaction yield outcomes from USPTO patents with 853,638 reactions. Task: Predict the reaction yield, written as a fraction of the theoretical maximum amount of product (1.0 means a 100% yield; for example, 0.34 means a 34% yield). (1) The reactants are [F:1][C:2]([F:23])([F:22])[CH2:3][NH:4][C:5]1[CH:6]=[N:7][CH:8]=[CH:9][C:10]=1[C:11]1[CH:16]=[CH:15][CH:14]=[CH:13][C:12]=1[O:17][C:18]([F:21])([F:20])[F:19].FC1C=CC=C(OC)C=1C1C=CN=CC=1N(CC(F)(F)F)[C:40](=[O:55])[C:41]1[CH:46]=[C:45]([C:47]([F:50])([F:49])[F:48])[CH:44]=[C:43]([S:51]([CH3:54])(=[O:53])=[O:52])[CH:42]=1. No catalyst specified. The product is [CH3:54][S:51]([C:43]1[CH:42]=[C:41]([CH:46]=[C:45]([C:47]([F:48])([F:49])[F:50])[CH:44]=1)[C:40]([N:4]([CH2:3][C:2]([F:1])([F:22])[F:23])[C:5]1[CH:6]=[N:7][CH:8]=[CH:9][C:10]=1[C:11]1[CH:16]=[CH:15][CH:14]=[CH:13][C:12]=1[O:17][C:18]([F:19])([F:20])[F:21])=[O:55])(=[O:53])=[O:52]. The yield is 0.200. (2) The reactants are [F:1][C:2]1[CH:7]=[CH:6][CH:5]=[C:4]([F:8])[C:3]=1[N:9]1[C:14]2[N:15]=[C:16](S(C)(=O)=O)[N:17]=[C:18]([C:19]3[CH:24]=[CH:23][C:22]([F:25])=[CH:21][C:20]=3[CH3:26])[C:13]=2[CH:12]=[CH:11][C:10]1=[O:31].[CH3:32][O:33][CH2:34][CH2:35][NH2:36]. The yield is 0.470. The catalyst is CN(C=O)C.CCOC(C)=O. The product is [F:1][C:2]1[CH:7]=[CH:6][CH:5]=[C:4]([F:8])[C:3]=1[N:9]1[C:14]2[N:15]=[C:16]([NH:36][CH2:35][CH2:34][O:33][CH3:32])[N:17]=[C:18]([C:19]3[CH:24]=[CH:23][C:22]([F:25])=[CH:21][C:20]=3[CH3:26])[C:13]=2[CH:12]=[CH:11][C:10]1=[O:31].